Task: Predict the product of the given reaction.. Dataset: Forward reaction prediction with 1.9M reactions from USPTO patents (1976-2016) (1) Given the reactants [C:1]([N:8]1[CH2:13][CH2:12][CH:11]([CH2:14][OH:15])[CH2:10][CH2:9]1)([O:3][C:4]([CH3:7])([CH3:6])[CH3:5])=[O:2].[C:16]1(C)[C:17]([S:22](Cl)(=[O:24])=[O:23])=[CH:18][CH:19]=[CH:20][CH:21]=1.N1C=CC=C[CH:28]=1, predict the reaction product. The product is: [C:4]([O:3][C:1]([N:8]1[CH2:13][CH2:12][CH:11]([CH2:14][O:15][S:22]([C:17]2[CH:16]=[CH:21][C:20]([CH3:28])=[CH:19][CH:18]=2)(=[O:23])=[O:24])[CH2:10][CH2:9]1)=[O:2])([CH3:7])([CH3:6])[CH3:5]. (2) The product is: [CH3:20][C:21]1[O:34][N:18]=[C:17]([CH2:22][O:23][CH2:2][C:3]2[C:12]3[C:7](=[CH:8][CH:9]=[CH:10][CH:11]=3)[C:6]([C:13]([NH:15][C:16]3[C:17]([C:22]([NH:24][CH2:25][CH:26]4[CH2:31][CH2:30][O:29][CH2:28][CH2:27]4)=[O:23])=[N:18][CH:19]=[CH:20][CH:21]=3)=[O:14])=[CH:5][CH:4]=2)[CH:16]=1. Given the reactants Br[CH2:2][C:3]1[C:12]2[C:7](=[CH:8][CH:9]=[CH:10][CH:11]=2)[C:6]([C:13]([NH:15][C:16]2[C:17]([C:22]([NH:24][CH2:25][CH:26]3[CH2:31][CH2:30][O:29][CH2:28][CH2:27]3)=[O:23])=[N:18][CH:19]=[CH:20][CH:21]=2)=[O:14])=[CH:5][CH:4]=1.[H-].[Na+].[OH2:34], predict the reaction product. (3) Given the reactants [NH2:1][CH:2]1[CH2:7][CH2:6][N:5]([CH2:8][CH2:9][N:10]2[C:19]3[C:14](=[CH:15][C:16]([F:21])=[CH:17][C:18]=3[F:20])[N:13]=[CH:12][C:11]2=[O:22])[CH2:4][CH2:3]1.[O:23]=[C:24]1[CH2:29][O:28][C:27]2[CH:30]=[CH:31][C:32]([CH:34]=O)=[N:33][C:26]=2[NH:25]1.C(O[BH3-])(=O)C.[Na+], predict the reaction product. The product is: [F:21][C:16]1[CH:15]=[C:14]2[C:19](=[C:18]([F:20])[CH:17]=1)[N:10]([CH2:9][CH2:8][N:5]1[CH2:6][CH2:7][CH:2]([NH:1][CH2:34][C:32]3[CH:31]=[CH:30][C:27]4[O:28][CH2:29][C:24](=[O:23])[NH:25][C:26]=4[N:33]=3)[CH2:3][CH2:4]1)[C:11](=[O:22])[CH:12]=[N:13]2. (4) Given the reactants [C:1]([C:3]1[CH:4]=[C:5]([CH:19]=[C:20]([S:24][CH3:25])[C:21]=1[O:22]C)[C:6]([N:8]1[C:12]2[CH:13]=[CH:14][CH:15]=[CH:16][C:11]=2[S:10](=[O:18])(=[O:17])[CH2:9]1)=[O:7])#[N:2].[Cl-].[Li+].Cl, predict the reaction product. The product is: [C:1]([C:3]1[CH:4]=[C:5]([CH:19]=[C:20]([S:24][CH3:25])[C:21]=1[OH:22])[C:6]([N:8]1[C:12]2[CH:13]=[CH:14][CH:15]=[CH:16][C:11]=2[S:10](=[O:18])(=[O:17])[CH2:9]1)=[O:7])#[N:2]. (5) Given the reactants [NH2:1][C@H:2]([C:5]1[N:14]([C:15]2[CH:20]=[CH:19][CH:18]=[C:17]([O:21][CH2:22][C:23]([F:26])([F:25])[F:24])[CH:16]=2)[C:13](=[O:27])[C:12]2[C:7](=[CH:8][CH:9]=[CH:10][C:11]=2[F:28])[N:6]=1)[CH2:3][CH3:4].Cl[C:30]1[CH:35]=[CH:34][N:33]=[C:32]2[NH:36][CH:37]=[CH:38][C:31]=12.C(N(C(C)C)CC)(C)C, predict the reaction product. The product is: [NH:36]1[C:32]2=[N:33][CH:34]=[CH:35][C:30]([NH:1][C@H:2]([C:5]3[N:14]([C:15]4[CH:20]=[CH:19][CH:18]=[C:17]([O:21][CH2:22][C:23]([F:26])([F:24])[F:25])[CH:16]=4)[C:13](=[O:27])[C:12]4[C:7](=[CH:8][CH:9]=[CH:10][C:11]=4[F:28])[N:6]=3)[CH2:3][CH3:4])=[C:31]2[CH:38]=[CH:37]1.